Dataset: Forward reaction prediction with 1.9M reactions from USPTO patents (1976-2016). Task: Predict the product of the given reaction. (1) The product is: [Cl:11][C:12]1[CH:13]=[C:14]([C:15]([N:4]2[C:5]3[CH:10]=[CH:9][CH:8]=[CH:7][C:6]=3[O:1][CH2:2][CH2:3]2)=[O:16])[CH:18]=[C:19]([N+:22]([O-:24])=[O:23])[C:20]=1[OH:21]. Given the reactants [O:1]1[C:6]2[CH:7]=[CH:8][CH:9]=[CH:10][C:5]=2[NH:4][CH2:3][CH2:2]1.[Cl:11][C:12]1[CH:13]=[C:14]([CH:18]=[C:19]([N+:22]([O-:24])=[O:23])[C:20]=1[OH:21])[C:15](Cl)=[O:16], predict the reaction product. (2) Given the reactants [NH:1]1[CH2:6][CH2:5][CH:4]([NH:7][C:8](=[O:14])[O:9][C:10]([CH3:13])([CH3:12])[CH3:11])[CH2:3][CH2:2]1.C(=O)([O-])[O-].[K+].[K+].Cl[CH2:22]/[CH:23]=[CH:24]/[C:25]1[CH:30]=[C:29]([F:31])[CH:28]=[CH:27][C:26]=1[F:32], predict the reaction product. The product is: [F:32][C:26]1[CH:27]=[CH:28][C:29]([F:31])=[CH:30][C:25]=1/[CH:24]=[CH:23]/[CH2:22][N:1]1[CH2:2][CH2:3][CH:4]([NH:7][C:8](=[O:14])[O:9][C:10]([CH3:11])([CH3:13])[CH3:12])[CH2:5][CH2:6]1. (3) Given the reactants [F:1][C:2]1[CH:3]=[CH:4][CH:5]=[C:6]2[C:10]=1[N:9]1[CH2:11][C:12](=[O:15])[CH2:13][CH2:14][C:8]1=[C:7]2[CH2:16][C:17]([O:19][CH2:20][CH3:21])=[O:18], predict the reaction product. The product is: [CH2:20]([O:19][C:17](=[O:18])[CH2:16][C:7]1[C:6]2[C:10](=[C:2]([F:1])[CH:3]=[CH:4][CH:5]=2)[N:9]2[CH2:11][C@@H:12]([OH:15])[CH2:13][CH2:14][C:8]=12)[CH3:21]. (4) The product is: [N:33]1[C:32]2[CH2:31][CH2:30][N:29]([C:25]3[N:26]=[CH:27][N:28]=[C:23]([O:8][C@@H:7]4[CH2:6][CH2:5][N:4]([C:9]([O:11][C:12]([CH3:15])([CH3:14])[CH3:13])=[O:10])[CH2:3][C@@H:2]4[F:1])[C:24]=3[CH3:38])[C:37]=2[CH:36]=[CH:35][N:34]=1. Given the reactants [F:1][C@@H:2]1[C@H:7]([OH:8])[CH2:6][CH2:5][N:4]([C:9]([O:11][C:12]([CH3:15])([CH3:14])[CH3:13])=[O:10])[CH2:3]1.CC(C)([O-])C.[Na+].Cl[C:23]1[N:28]=[CH:27][N:26]=[C:25]([N:29]2[C:37]3[CH:36]=[CH:35][N:34]=[N:33][C:32]=3[CH2:31][CH2:30]2)[C:24]=1[CH3:38], predict the reaction product. (5) Given the reactants [Br:1][C:2]1[CH:11]=[C:10]2[C:5]([N:6]=[C:7]([NH:17][CH2:18][C:19]3[CH:24]=[CH:23][C:22]([O:25][CH3:26])=[CH:21][CH:20]=3)[C:8]([CH2:12][CH2:13][C:14]([OH:16])=O)=[N:9]2)=[CH:4][CH:3]=1.C(N(C(C)C)C(C)C)C.[CH:36]1([CH2:42][NH2:43])[CH2:41][CH2:40][CH2:39][CH2:38][CH2:37]1.CN(C(ON1N=NC2C=CC=NC1=2)=[N+](C)C)C.F[P-](F)(F)(F)(F)F, predict the reaction product. The product is: [Br:1][C:2]1[CH:11]=[C:10]2[C:5]([N:6]=[C:7]([NH:17][CH2:18][C:19]3[CH:24]=[CH:23][C:22]([O:25][CH3:26])=[CH:21][CH:20]=3)[C:8]([CH2:12][CH2:13][C:14]([NH:43][CH2:42][CH:36]3[CH2:41][CH2:40][CH2:39][CH2:38][CH2:37]3)=[O:16])=[N:9]2)=[CH:4][CH:3]=1. (6) The product is: [CH2:1]([O:8][C:9]1[CH:14]=[C:13](/[CH:15]=[CH:16]/[C@@H:17]2[CH2:26][C:25]3[C:20](=[CH:21][CH:22]=[CH:23][CH:24]=3)[CH2:19][N:18]2[S:49]([CH3:48])(=[O:51])=[O:50])[CH:12]=[CH:11][C:10]=1[N:27]1[S:31](=[O:32])(=[O:33])[N:30]([CH2:34][CH2:35][Si:36]([CH3:38])([CH3:37])[CH3:39])[C:29](=[O:40])[CH2:28]1)[C:2]1[CH:3]=[CH:4][CH:5]=[CH:6][CH:7]=1. Given the reactants [CH2:1]([O:8][C:9]1[CH:14]=[C:13](/[CH:15]=[CH:16]/[C@@H:17]2[CH2:26][C:25]3[C:20](=[CH:21][CH:22]=[CH:23][CH:24]=3)[CH2:19][NH:18]2)[CH:12]=[CH:11][C:10]=1[N:27]1[S:31](=[O:33])(=[O:32])[N:30]([CH2:34][CH2:35][Si:36]([CH3:39])([CH3:38])[CH3:37])[C:29](=[O:40])[CH2:28]1)[C:2]1[CH:7]=[CH:6][CH:5]=[CH:4][CH:3]=1.C(N(CC)CC)C.[CH3:48][S:49](Cl)(=[O:51])=[O:50], predict the reaction product.